Dataset: Forward reaction prediction with 1.9M reactions from USPTO patents (1976-2016). Task: Predict the product of the given reaction. (1) Given the reactants Cl.[NH2:2][C@@H:3]1[C:9](=[O:10])[NH:8][C:7]2[CH:11]=[CH:12][CH:13]=[CH:14][C:6]=2[N:5]([C:15]([CH:17]2[CH2:22][CH2:21][O:20][CH2:19][CH2:18]2)=[O:16])[C@H:4]1[CH3:23].[C:24]([N:31]([CH3:37])[C@H:32]([C:34](O)=[O:35])[CH3:33])([O:26][C:27]([CH3:30])([CH3:29])[CH3:28])=[O:25].C(N(CC)C(C)C)(C)C.CN(C(ON1N=NC2C=CC=CC1=2)=[N+](C)C)C.F[P-](F)(F)(F)(F)F, predict the reaction product. The product is: [CH3:37][N:31]([C@@H:32]([CH3:33])[C:34]([NH:2][C@H:3]1[C@H:4]([CH3:23])[N:5]([C:15]([CH:17]2[CH2:22][CH2:21][O:20][CH2:19][CH2:18]2)=[O:16])[C:6]2[CH:14]=[CH:13][CH:12]=[CH:11][C:7]=2[NH:8][C:9]1=[O:10])=[O:35])[C:24](=[O:25])[O:26][C:27]([CH3:30])([CH3:28])[CH3:29]. (2) Given the reactants [Cl:1][C:2]1[C:3]([NH:13][CH:14]2[CH2:16][CH2:15]2)=[N:4][C:5]2[C:10]([N:11]=1)=[CH:9][C:8](F)=[CH:7][CH:6]=2.ClC1[C:19](NC2CC2)=[N:20]C2C(N=1)=CC(F)=C(F)C=2.ClC1C(NC(C)C)=NC2C(N=1)=CC(C#N)=CC=2.ClC1N=C2C=NC=CC2=NC=1NCC(F)F.ClC1N=C2C=NC=CC2=NC=1NC1CC1.ClC1N=C2C=NC=C(Cl)C2=NC=1NC1CC1.ClC1N=C2C=NC(C)=CC2=NC=1NC1CC1.ClC1N=C2C(C)=NC=CC2=NC=1NC1CC1.ClC1C(NC2CCC2)=NC2C(N=1)=CC(C#N)=CC=2.ClC1C(NCCF)=NC2C(N=1)=CC(C#N)=CC=2.ClC1C(NCCCOC)=NC2C(N=1)=CC=CC=2.ClC1C(NCCC(F)(F)F)=NC2C(N=1)=CC(C#N)=CC=2.BrC1C=C2C(=CC=1)N=C(NC1CC1)C(Cl)=N2.BrC1N=CC2=NC(Cl)=C(NC3CC3)N=C2C=1.ClC1N=C2C=NC(Cl)=CC2=NC=1NC1CC1, predict the reaction product. The product is: [Cl:1][C:2]1[C:3]([NH:13][CH:14]2[CH2:16][CH2:15]2)=[N:4][C:5]2[C:10]([N:11]=1)=[CH:9][C:8]([C:19]#[N:20])=[CH:7][CH:6]=2.